Dataset: TCR-epitope binding with 47,182 pairs between 192 epitopes and 23,139 TCRs. Task: Binary Classification. Given a T-cell receptor sequence (or CDR3 region) and an epitope sequence, predict whether binding occurs between them. (1) The epitope is FIAGLIAIV. The TCR CDR3 sequence is CASSSQGGSYGYTF. Result: 0 (the TCR does not bind to the epitope). (2) The epitope is KAYNVTQAF. The TCR CDR3 sequence is CASSEDETDGNTIYF. Result: 0 (the TCR does not bind to the epitope). (3) Result: 1 (the TCR binds to the epitope). The TCR CDR3 sequence is CSGRGVAYNSPLHF. The epitope is KRWIILGLNK. (4) The epitope is SGPLKAEIAQRLED. The TCR CDR3 sequence is CAPAGNPEQYF. Result: 0 (the TCR does not bind to the epitope). (5) The epitope is LLDFVRFMGV. The TCR CDR3 sequence is CASSPPGRINEKLFF. Result: 0 (the TCR does not bind to the epitope). (6) The epitope is FLLNKEMYL. Result: 0 (the TCR does not bind to the epitope). The TCR CDR3 sequence is CSAWQGGTDTQYF. (7) The TCR CDR3 sequence is CASSELGGYGYTF. Result: 1 (the TCR binds to the epitope). The epitope is KLGGALQAK. (8) The TCR CDR3 sequence is CASSVAGGFTDTQYF. The epitope is LLWNGPMAV. Result: 1 (the TCR binds to the epitope). (9) The epitope is LEPLVDLPI. The TCR CDR3 sequence is CSVGSGYEQYF. Result: 0 (the TCR does not bind to the epitope).